This data is from Forward reaction prediction with 1.9M reactions from USPTO patents (1976-2016). The task is: Predict the product of the given reaction. Given the reactants Cl.[C:2]1([C:8]2([CH:18]3[CH2:22][NH:21][CH2:20][CH2:19]3)[CH2:17][CH2:16][C:11]3(OCC[O:12]3)[CH2:10][CH2:9]2)[CH:7]=[CH:6][CH:5]=[CH:4][CH:3]=1.Cl, predict the reaction product. The product is: [NH:21]1[CH2:22][CH:18]([C:8]2([C:2]3[CH:3]=[CH:4][CH:5]=[CH:6][CH:7]=3)[CH2:9][CH2:10][C:11](=[O:12])[CH2:16][CH2:17]2)[CH2:19][CH2:20]1.